From a dataset of Full USPTO retrosynthesis dataset with 1.9M reactions from patents (1976-2016). Predict the reactants needed to synthesize the given product. (1) Given the product [Cl:14][C:15]1[C:16]([N:21]2[C:25]([C:26]3[O:12][C:11](=[O:13])[C:10]4[C:2](=[CH:3][CH:4]=[C:5]5[CH:6]=[CH:7][NH:8][C:9]5=4)[N:1]=3)=[CH:24][C:23]([C:29]([F:32])([F:30])[F:31])=[N:22]2)=[N:17][CH:18]=[CH:19][CH:20]=1, predict the reactants needed to synthesize it. The reactants are: [NH2:1][C:2]1[C:10]([C:11]([OH:13])=[O:12])=[C:9]2[C:5]([CH:6]=[CH:7][NH:8]2)=[CH:4][CH:3]=1.[Cl:14][C:15]1[C:16]([N:21]2[C:25]([C:26](O)=O)=[CH:24][C:23]([C:29]([F:32])([F:31])[F:30])=[N:22]2)=[N:17][CH:18]=[CH:19][CH:20]=1.N1C=CC=CC=1.CS(Cl)(=O)=O. (2) Given the product [CH3:1][O:2][C:3]1[CH:8]=[CH:7][C:6]([S:9]([NH:20][CH3:19])(=[O:11])=[O:10])=[C:5]([N:13]2[CH2:18][CH2:17][O:16][CH2:15][CH2:14]2)[CH:4]=1, predict the reactants needed to synthesize it. The reactants are: [CH3:1][O:2][C:3]1[CH:8]=[CH:7][C:6]([S:9](Cl)(=[O:11])=[O:10])=[C:5]([N:13]2[CH2:18][CH2:17][O:16][CH2:15][CH2:14]2)[CH:4]=1.[CH3:19][NH2:20]. (3) Given the product [C:1]([O:5][C:6]([N:8]1[CH2:12][CH2:11][C@H:10]([O:13][C:14]2[N:23]=[CH:22][C:17]3[O:18][CH2:19][CH2:20][N:21]([C:25]4[CH:30]=[N:29][C:28]([O:31][CH3:32])=[C:27]([C:33]([F:36])([F:35])[F:34])[CH:26]=4)[C:16]=3[CH:15]=2)[CH2:9]1)=[O:7])([CH3:4])([CH3:2])[CH3:3], predict the reactants needed to synthesize it. The reactants are: [C:1]([O:5][C:6]([N:8]1[CH2:12][CH2:11][C@H:10]([O:13][C:14]2[N:23]=[CH:22][C:17]3[O:18][CH2:19][CH2:20][NH:21][C:16]=3[CH:15]=2)[CH2:9]1)=[O:7])([CH3:4])([CH3:3])[CH3:2].Br[C:25]1[CH:26]=[C:27]([C:33]([F:36])([F:35])[F:34])[C:28]([O:31][CH3:32])=[N:29][CH:30]=1.CC(C1C=C(C(C)C)C(C2C=CC=CC=2P(C2CCCCC2)C2CCCCC2)=C(C(C)C)C=1)C.CC([O-])(C)C.[Na+]. (4) Given the product [O:1]1[C:5]2[CH:6]=[CH:7][CH:8]=[CH:9][C:4]=2[CH:3]=[C:2]1[C:10]1[CH:15]=[CH:14][CH:13]=[CH:12][C:11]=1[C:16]1[CH:17]=[C:18]([C:22]([N:42]2[CH2:43][CH2:44][CH:40]([N:39]([CH2:45][CH3:46])[CH2:37][CH3:38])[CH2:41]2)=[O:23])[N:19]([CH3:21])[N:20]=1, predict the reactants needed to synthesize it. The reactants are: [O:1]1[C:5]2[CH:6]=[CH:7][CH:8]=[CH:9][C:4]=2[CH:3]=[C:2]1[C:10]1[CH:15]=[CH:14][CH:13]=[CH:12][C:11]=1[C:16]1[CH:17]=[C:18]([C:22](O)=[O:23])[N:19]([CH3:21])[N:20]=1.C1N=CN(C(N2C=NC=C2)=O)C=1.[CH2:37]([N:39]([CH2:45][CH3:46])[CH:40]1[CH2:44][CH2:43][NH:42][CH2:41]1)[CH3:38].CCN(CC)CC. (5) Given the product [Br:1][C:2]1[CH:7]=[CH:6][C:5]([CH:8]2[CH2:10][CH:9]2[CH2:11][C:19]#[N:20])=[CH:4][CH:3]=1, predict the reactants needed to synthesize it. The reactants are: [Br:1][C:2]1[CH:7]=[CH:6][C:5]([CH:8]2[CH2:10][CH:9]2[CH2:11]O)=[CH:4][CH:3]=1.CS(Cl)(=O)=O.C[CH2:19][N:20](CC)CC.[C-]#N.[K+].